Dataset: Reaction yield outcomes from USPTO patents with 853,638 reactions. Task: Predict the reaction yield, written as a fraction of the theoretical maximum amount of product (1.0 means a 100% yield; for example, 0.34 means a 34% yield). The reactants are [CH3:1][N:2]1[CH:6]=[C:5]([C:7]2[CH:12]=[CH:11][C:10]([C:13]3[CH:14]=[N:15][CH:16]=[C:17]4[C:22]=3[N:21]=[C:20]([C:23]([N:25]3[CH2:29][CH2:28][CH2:27][CH2:26]3)=[O:24])[CH:19]=[CH:18]4)=[CH:9][CH:8]=2)[CH:4]=[N:3]1.[N:30]1C=CC=CC=1.C1(C)C=CC(S(Cl)(=O)=O)=CC=1.C(CN)O. The catalyst is O. The product is [NH2:30][C:16]1[N:15]=[CH:14][C:13]([C:10]2[CH:11]=[CH:12][C:7]([C:5]3[CH:4]=[N:3][N:2]([CH3:1])[CH:6]=3)=[CH:8][CH:9]=2)=[C:22]2[C:17]=1[CH:18]=[CH:19][C:20]([C:23]([N:25]1[CH2:29][CH2:28][CH2:27][CH2:26]1)=[O:24])=[N:21]2. The yield is 0.570.